From a dataset of P-glycoprotein inhibition data for predicting drug efflux from Broccatelli et al.. Regression/Classification. Given a drug SMILES string, predict its absorption, distribution, metabolism, or excretion properties. Task type varies by dataset: regression for continuous measurements (e.g., permeability, clearance, half-life) or binary classification for categorical outcomes (e.g., BBB penetration, CYP inhibition). Dataset: pgp_broccatelli. The drug is O=C(O)c1cccnc1Nc1cccc(C(F)(F)F)c1. The result is 0 (non-inhibitor).